This data is from Forward reaction prediction with 1.9M reactions from USPTO patents (1976-2016). The task is: Predict the product of the given reaction. (1) Given the reactants [CH2:1]([N:8]1[CH2:13][CH2:12][C:11](=[O:14])[CH:10]([CH2:15][CH3:16])[CH2:9]1)[C:2]1[CH:7]=[CH:6][CH:5]=[CH:4][CH:3]=1.[CH3:17]C(C)([O-])C.[K+].CI.O, predict the reaction product. The product is: [CH2:1]([N:8]1[CH2:13][CH2:12][C:11](=[O:14])[C:10]([CH2:15][CH3:16])([CH3:17])[CH2:9]1)[C:2]1[CH:3]=[CH:4][CH:5]=[CH:6][CH:7]=1. (2) Given the reactants [NH2:1][C:2]1[CH:7]=[CH:6][C:5]([C:8]2[CH:13]=[CH:12][C:11]([NH:14][C:15]([O:17][CH2:18][CH3:19])=[O:16])=[CH:10][CH:9]=2)=[CH:4][C:3]=1/[CH:20]=[C:21](\[CH2:27][C:28]#[N:29])/[C:22]([O:24][CH2:25][CH3:26])=[O:23], predict the reaction product. The product is: [NH2:29][C:28]1[CH2:27][C:21]([C:22]([O:24][CH2:25][CH3:26])=[O:23])=[CH:20][C:3]2[CH:4]=[C:5]([C:8]3[CH:13]=[CH:12][C:11]([NH:14][C:15]([O:17][CH2:18][CH3:19])=[O:16])=[CH:10][CH:9]=3)[CH:6]=[CH:7][C:2]=2[N:1]=1. (3) Given the reactants [F:1][C:2]1[CH:7]=[CH:6][C:5]([F:8])=[CH:4][C:3]=1[S:9]([N:12]([C:16]1[CH:21]=[CH:20][CH:19]=[C:18]([C:22]2[C:26](B3OC(C)(C)C(C)(C)O3)=[CH:25][N:24]([CH:36]3[CH2:41][CH2:40][CH2:39][CH2:38][O:37]3)[N:23]=2)[C:17]=1[F:42])[CH2:13][O:14][CH3:15])(=[O:11])=[O:10].Cl[C:44]1[CH:49]=[CH:48][N:47]=[C:46]([NH2:50])[N:45]=1.C(=O)([O-])[O-].[Cs+].[Cs+].C(Cl)Cl, predict the reaction product. The product is: [NH2:50][C:46]1[N:47]=[C:48]([C:26]2[C:22]([C:18]3[C:17]([F:42])=[C:16]([N:12]([CH2:13][O:14][CH3:15])[S:9]([C:3]4[CH:4]=[C:5]([F:8])[CH:6]=[CH:7][C:2]=4[F:1])(=[O:10])=[O:11])[CH:21]=[CH:20][CH:19]=3)=[N:23][N:24]([CH:36]3[CH2:41][CH2:40][CH2:39][CH2:38][O:37]3)[CH:25]=2)[CH:49]=[CH:44][N:45]=1. (4) Given the reactants COC(=O)[C:4]1[CH:9]=[CH:8][C:7]([Br:10])=[C:6]([CH3:11])[C:5]=1[N:12]([CH2:19][CH2:20][CH2:21][C:22]([O:24]CC)=O)[C:13]([O:15][CH:16]([CH3:18])[CH3:17])=[O:14].CC(C)([O-])C.[K+].Cl.[Cl-].[Li+], predict the reaction product. The product is: [CH:16]([O:15][C:13]([N:12]1[CH2:19][CH2:20][CH2:21][C:22](=[O:24])[C:4]2[CH:9]=[CH:8][C:7]([Br:10])=[C:6]([CH3:11])[C:5]1=2)=[O:14])([CH3:17])[CH3:18]. (5) Given the reactants [NH2:1][C:2]1[CH:7]=[CH:6][C:5]([C:8]2[C:9]([CH2:37][N:38]([CH3:40])[CH3:39])=[C:10]3[N:15]([CH:16]=2)[N:14]([CH2:17][C:18]2[C:23]([F:24])=[CH:22][CH:21]=[CH:20][C:19]=2[F:25])[C:13](=[O:26])[N:12]([C:27]2[CH:32]=[CH:31][CH:30]=[C:29]([O:33][CH3:34])[C:28]=2[F:35])[C:11]3=[O:36])=[CH:4][CH:3]=1.[CH2:41]([N:43]=[C:44]=[O:45])[CH3:42], predict the reaction product. The product is: [F:24][C:23]1[CH:22]=[CH:21][CH:20]=[C:19]([F:25])[C:18]=1[CH2:17][N:14]1[C:13](=[O:26])[N:12]([C:27]2[CH:32]=[CH:31][CH:30]=[C:29]([O:33][CH3:34])[C:28]=2[F:35])[C:11](=[O:36])[C:10]2=[C:9]([CH2:37][N:38]([CH3:39])[CH3:40])[C:8]([C:5]3[CH:6]=[CH:7][C:2]([NH:1][C:44]([NH:43][CH2:41][CH3:42])=[O:45])=[CH:3][CH:4]=3)=[CH:16][N:15]12. (6) Given the reactants [CH3:1][C:2]1[O:6][N:5]=[C:4]([C:7]2[CH:12]=[CH:11][CH:10]=[CH:9][CH:8]=2)[C:3]=1[C:13]([NH:15][NH2:16])=[O:14].[N+:17]([C:20]1[CH:28]=[CH:27][CH:26]=[CH:25][C:21]=1[C:22](O)=O)([O-:19])=[O:18], predict the reaction product. The product is: [CH3:1][C:2]1[O:6][N:5]=[C:4]([C:7]2[CH:12]=[CH:11][CH:10]=[CH:9][CH:8]=2)[C:3]=1[C:13]1[O:14][C:22]([C:21]2[CH:25]=[CH:26][CH:27]=[CH:28][C:20]=2[N+:17]([O-:19])=[O:18])=[N:16][N:15]=1.